The task is: Predict the reactants needed to synthesize the given product.. This data is from Full USPTO retrosynthesis dataset with 1.9M reactions from patents (1976-2016). (1) Given the product [CH3:29][N:30]([CH3:34])[CH2:31][CH2:32][NH:33][C:9](=[O:10])[CH:8]([O:7][C:6]1[CH:13]=[C:2]([F:1])[CH:3]=[CH:4][C:5]=1[NH:14][C:15]1[C:16]2[C:23]([CH3:24])=[C:22]([C:25]([O:27][CH3:28])=[O:26])[S:21][C:17]=2[N:18]=[CH:19][N:20]=1)[CH3:12], predict the reactants needed to synthesize it. The reactants are: [F:1][C:2]1[CH:3]=[CH:4][C:5]([NH:14][C:15]2[C:16]3[C:23]([CH3:24])=[C:22]([C:25]([O:27][CH3:28])=[O:26])[S:21][C:17]=3[N:18]=[CH:19][N:20]=2)=[C:6]([CH:13]=1)[O:7][CH:8]([CH3:12])[C:9](O)=[O:10].[CH3:29][N:30]([CH3:34])[CH2:31][CH2:32][NH2:33]. (2) Given the product [CH2:5]([O:7][C:8](=[O:12])[C:9]([C:20]1[CH:21]=[CH:22][C:17]([S:16][CH:13]([CH3:15])[CH3:14])=[CH:18][CH:19]=1)=[O:10])[CH3:6], predict the reactants needed to synthesize it. The reactants are: [Cl-].[Cl-].[Cl-].[Al+3].[CH2:5]([O:7][C:8](=[O:12])[C:9](Cl)=[O:10])[CH3:6].[CH:13]([S:16][C:17]1[CH:22]=[CH:21][CH:20]=[CH:19][CH:18]=1)([CH3:15])[CH3:14]. (3) The reactants are: [O:1]1[CH2:6][CH2:5][CH:4]([C:7]([OH:9])=O)[CH2:3][CH2:2]1.C(Cl)CCl.C1C=CC2N(O)N=[N:20]C=2C=1.[OH-].[NH4+].[Na+].[Cl-]. Given the product [O:1]1[CH2:6][CH2:5][CH:4]([C:7]([NH2:20])=[O:9])[CH2:3][CH2:2]1, predict the reactants needed to synthesize it. (4) Given the product [CH:40]1([C:29]([C:24]2[CH:25]=[CH:26][CH:27]=[CH:28][C:23]=2[O:22][CH2:21][C:20]2[CH:37]=[CH:38][CH:39]=[C:18]([C:16]3[CH:17]=[C:8]([C:5]([S:2]([CH3:1])(=[O:4])=[O:3])([CH3:7])[CH3:6])[CH:9]=[C:10]4[C:15]=3[N:14]=[CH:13][CH:12]=[CH:11]4)[CH:19]=2)([C:31]2[CH:32]=[CH:33][CH:34]=[CH:35][CH:36]=2)[OH:30])[CH2:42][CH2:41]1, predict the reactants needed to synthesize it. The reactants are: [CH3:1][S:2]([C:5]([C:8]1[CH:9]=[C:10]2[C:15](=[C:16]([C:18]3[CH:19]=[C:20]([CH:37]=[CH:38][CH:39]=3)[CH2:21][O:22][C:23]3[CH:28]=[CH:27][CH:26]=[CH:25][C:24]=3[C:29]([C:31]3[CH:36]=[CH:35][CH:34]=[CH:33][CH:32]=3)=[O:30])[CH:17]=1)[N:14]=[CH:13][CH:12]=[CH:11]2)([CH3:7])[CH3:6])(=[O:4])=[O:3].[CH:40]1([Mg]Br)[CH2:42][CH2:41]1. (5) Given the product [C:1]1([C@@H:7]2[CH2:11][O:10][C:9](=[O:12])[N:8]2[C:28](=[O:29])/[CH:27]=[CH:26]/[C:23]2[CH:22]=[CH:21][C:20]([C:19]([F:31])([F:32])[F:18])=[CH:25][CH:24]=2)[CH:2]=[CH:3][CH:4]=[CH:5][CH:6]=1, predict the reactants needed to synthesize it. The reactants are: [C:1]1([C@@H:7]2[CH2:11][O:10][C:9](=[O:12])[NH:8]2)[CH:6]=[CH:5][CH:4]=[CH:3][CH:2]=1.[Li+].CCC[CH2-].[F:18][C:19]([F:32])([F:31])[C:20]1[CH:25]=[CH:24][C:23](/[CH:26]=[CH:27]/[C:28](Cl)=[O:29])=[CH:22][CH:21]=1. (6) Given the product [Br:17][C:18]1[CH:19]=[C:20]([C:4]2[C:5]3[O:6][C:7]4[CH:13]=[CH:12][CH:11]=[CH:10][C:8]=4[C:9]=3[CH:1]=[CH:2][CH:3]=2)[CH:21]=[CH:22][CH:23]=1, predict the reactants needed to synthesize it. The reactants are: [CH:1]1[C:9]2[C:8]3[CH:10]=[CH:11][CH:12]=[CH:13][C:7]=3[O:6][C:5]=2[C:4](B(O)O)=[CH:3][CH:2]=1.[Br:17][C:18]1[CH:23]=[CH:22][CH:21]=[C:20](I)[CH:19]=1. (7) The reactants are: [CH2:1]([O:8][C:9]1[C:14]([CH2:15][N:16]2[CH2:25][CH2:24][C:23]3[C:18](=[C:19]([Cl:28])[C:20](Br)=[CH:21][C:22]=3[Cl:26])[C:17]2=[O:29])=[C:13]([O:30][CH3:31])[CH:12]=[C:11]([CH3:32])[N:10]=1)[C:2]1[CH:7]=[CH:6][CH:5]=[CH:4][CH:3]=1.[Cl-].[Li+].C([Mg]Cl)(C)C.[O:40]1[CH2:43][CH:42]([CH:44]=[O:45])[CH2:41]1. Given the product [CH2:1]([O:8][C:9]1[C:14]([CH2:15][N:16]2[CH2:25][CH2:24][C:23]3[C:18](=[C:19]([Cl:28])[C:20]([CH:44]([OH:45])[CH:42]4[CH2:43][O:40][CH2:41]4)=[CH:21][C:22]=3[Cl:26])[C:17]2=[O:29])=[C:13]([O:30][CH3:31])[CH:12]=[C:11]([CH3:32])[N:10]=1)[C:2]1[CH:7]=[CH:6][CH:5]=[CH:4][CH:3]=1, predict the reactants needed to synthesize it.